Task: Predict the product of the given reaction.. Dataset: Forward reaction prediction with 1.9M reactions from USPTO patents (1976-2016) (1) Given the reactants C[O:2][C:3]1[CH:4]=[C:5]([CH2:9][CH2:10][C:11]2[N:16]=[C:15]([NH2:17])[N:14]=[C:13]([NH:18][C:19]3[CH:24]=[CH:23][C:22]([O:25][C:26]4[CH:31]=[CH:30][N:29]=[C:28]([C:32]([F:35])([F:34])[F:33])[CH:27]=4)=[CH:21][CH:20]=3)[CH:12]=2)[CH:6]=[CH:7][CH:8]=1.[B-](Br)(Br)(Br)[S+](C)C.O.C([O-])(O)=O.[Na+], predict the reaction product. The product is: [NH2:17][C:15]1[N:16]=[C:11]([CH2:10][CH2:9][C:5]2[CH:4]=[C:3]([OH:2])[CH:8]=[CH:7][CH:6]=2)[CH:12]=[C:13]([NH:18][C:19]2[CH:20]=[CH:21][C:22]([O:25][C:26]3[CH:31]=[CH:30][N:29]=[C:28]([C:32]([F:35])([F:34])[F:33])[CH:27]=3)=[CH:23][CH:24]=2)[N:14]=1. (2) The product is: [CH:1]([O:4][C:5]([N:7]1[CH:8]([CH2:33][CH3:34])[CH2:9][CH:10]([N:15]([CH2:18][C:19]2[CH:20]=[C:21]([C:29]([F:32])([F:30])[F:31])[CH:22]=[C:23]([C:25]([F:28])([F:26])[F:27])[CH:24]=2)[C:16]2[N:37]=[N:38][NH:39][N:17]=2)[CH2:11][CH:12]1[CH2:13][CH3:14])=[O:6])([CH3:3])[CH3:2]. Given the reactants [CH:1]([O:4][C:5]([N:7]1[CH:12]([CH2:13][CH3:14])[CH2:11][CH:10]([N:15]([CH2:18][C:19]2[CH:24]=[C:23]([C:25]([F:28])([F:27])[F:26])[CH:22]=[C:21]([C:29]([F:32])([F:31])[F:30])[CH:20]=2)[C:16]#[N:17])[CH2:9][CH:8]1[CH2:33][CH3:34])=[O:6])([CH3:3])[CH3:2].[Cl-].[NH4+].[N-:37]=[N+:38]=[N-:39].[Na+].O, predict the reaction product. (3) Given the reactants Cl[CH2:2][C:3]1[NH:4][C:5](=[O:29])[C:6]2[S:11][C:10]([N:12]3[CH2:17][CH2:16][CH:15]([O:18][C:19]4[CH:24]=[CH:23][CH:22]=[CH:21][C:20]=4[C:25]([F:28])([F:27])[F:26])[CH2:14][CH2:13]3)=[N:9][C:7]=2[N:8]=1.[C:30]([O-:33])(=[O:32])[CH3:31].[Na+], predict the reaction product. The product is: [C:30]([O:33][CH2:2][C:3]1[NH:4][C:5](=[O:29])[C:6]2[S:11][C:10]([N:12]3[CH2:17][CH2:16][CH:15]([O:18][C:19]4[CH:24]=[CH:23][CH:22]=[CH:21][C:20]=4[C:25]([F:28])([F:27])[F:26])[CH2:14][CH2:13]3)=[N:9][C:7]=2[N:8]=1)(=[O:32])[CH3:31].